Dataset: Full USPTO retrosynthesis dataset with 1.9M reactions from patents (1976-2016). Task: Predict the reactants needed to synthesize the given product. (1) The reactants are: [OH-].[Na+].[NH2:3][C:4]1[C:9]([OH:10])=[CH:8][CH:7]=[CH:6][N:5]=1.[CH:11]1([CH2:17]Br)[CH2:16][CH2:15][CH2:14][CH2:13][CH2:12]1.O. Given the product [CH:11]1([CH2:17][O:10][C:9]2[C:4]([NH2:3])=[N:5][CH:6]=[CH:7][CH:8]=2)[CH2:16][CH2:15][CH2:14][CH2:13][CH2:12]1, predict the reactants needed to synthesize it. (2) Given the product [N+:14]([C:17]1[CH:18]=[C:19]([N:23]2[N:27]=[CH:26][CH:25]=[N+:24]2[O-:28])[CH:20]=[CH:21][CH:22]=1)([O-:16])=[O:15].[C:29]([O:13][C:25]1[CH:26]=[N:27][N:23]([C:19]2[CH:20]=[CH:21][CH:22]=[C:17]([N+:14]([O-:16])=[O:15])[CH:18]=2)[N:24]=1)(=[O:30])[CH3:31], predict the reactants needed to synthesize it. The reactants are: BrC1C=C(N2N=CC=[N+]2[O-:13])C=CC=1.[N+:14]([C:17]1[CH:18]=[C:19]([N:23]2[N:27]=[CH:26][CH:25]=[N+:24]2[O-:28])[CH:20]=[CH:21][CH:22]=1)([O-:16])=[O:15].[C:29](Cl)([CH3:31])=[O:30]. (3) Given the product [Si:1]([O:18][CH2:19][CH2:20][O:21][C:22]1[CH:27]=[CH:26][C:25](/[CH:28]=[CH:29]/[C:30]([NH:65][S:62]([CH2:57][CH2:58][CH2:59][CH2:60][CH3:61])(=[O:64])=[O:63])=[O:31])=[C:24]([O:33][C:34]2[C:39]([Cl:40])=[CH:38][C:37]([C:41]([F:42])([F:43])[F:44])=[CH:36][N:35]=2)[CH:23]=1)([C:14]([CH3:17])([CH3:16])[CH3:15])([C:8]1[CH:9]=[CH:10][CH:11]=[CH:12][CH:13]=1)[C:2]1[CH:7]=[CH:6][CH:5]=[CH:4][CH:3]=1, predict the reactants needed to synthesize it. The reactants are: [Si:1]([O:18][CH2:19][CH2:20][O:21][C:22]1[CH:27]=[CH:26][C:25](/[CH:28]=[CH:29]/[C:30](O)=[O:31])=[C:24]([O:33][C:34]2[C:39]([Cl:40])=[CH:38][C:37]([C:41]([F:44])([F:43])[F:42])=[CH:36][N:35]=2)[CH:23]=1)([C:14]([CH3:17])([CH3:16])[CH3:15])([C:8]1[CH:13]=[CH:12][CH:11]=[CH:10][CH:9]=1)[C:2]1[CH:7]=[CH:6][CH:5]=[CH:4][CH:3]=1.Cl.C(N=C=NCCCN(C)C)C.[CH2:57]([S:62]([NH2:65])(=[O:64])=[O:63])[CH2:58][CH2:59][CH2:60][CH3:61].Cl. (4) Given the product [CH3:29][C:26]([CH3:27])([CH3:28])[C:25](=[O:30])[CH2:24][O:23][C:20]1[CH:21]=[CH:22][C:17]([C:12]([C:10]2[O:11][C:7]3[CH:6]=[C:5]([C:3]([OH:4])=[O:2])[CH:33]=[CH:32][C:8]=3[N:9]=2)([CH2:13][CH3:14])[CH2:15][CH3:16])=[CH:18][C:19]=1[CH3:31], predict the reactants needed to synthesize it. The reactants are: C[O:2][C:3]([C:5]1[CH:33]=[CH:32][C:8]2[N:9]=[C:10]([C:12]([C:17]3[CH:22]=[CH:21][C:20]([O:23][CH2:24][C:25](=[O:30])[C:26]([CH3:29])([CH3:28])[CH3:27])=[C:19]([CH3:31])[CH:18]=3)([CH2:15][CH3:16])[CH2:13][CH3:14])[O:11][C:7]=2[CH:6]=1)=[O:4].[OH-].[Na+]. (5) Given the product [CH2:1]([C:5]1[CH:6]=[C:7]2[C:12](=[C:13]([O:15][C@@H:16]3[CH2:20][CH2:19][NH:18][CH2:17]3)[CH:14]=1)[N:11]=[CH:10][CH:9]=[CH:8]2)[CH2:2][CH2:3][CH3:4], predict the reactants needed to synthesize it. The reactants are: [CH2:1]([C:5]1[CH:6]=[C:7]2[C:12](=[C:13]([O:15][C@@H:16]3[CH2:20][CH2:19][N:18](C(OC(C)(C)C)=O)[CH2:17]3)[CH:14]=1)[N:11]=[CH:10][CH:9]=[CH:8]2)[CH2:2][CH2:3][CH3:4].Cl.